Dataset: Reaction yield outcomes from USPTO patents with 853,638 reactions. Task: Predict the reaction yield, written as a fraction of the theoretical maximum amount of product (1.0 means a 100% yield; for example, 0.34 means a 34% yield). (1) The reactants are [Cl:1][C:2]1[N:3]=[C:4]([N:11]2[CH2:16][CH2:15][O:14][CH2:13][CH2:12]2)[C:5]2[S:10][CH:9]=[N:8][C:6]=2[N:7]=1.C[Si]([N-][Si](C)(C)C)(C)C.[Li+].CN([CH:30]=[O:31])C.Cl. The catalyst is O1CCCC1. The product is [Cl:1][C:2]1[N:3]=[C:4]([N:11]2[CH2:12][CH2:13][O:14][CH2:15][CH2:16]2)[C:5]2[S:10][C:9]([CH:30]=[O:31])=[N:8][C:6]=2[N:7]=1. The yield is 0.820. (2) The reactants are Cl.[NH2:2][CH:3]1[CH:10]2[CH2:11][CH:6]3[CH2:7][CH:8]([CH2:12][CH:4]1[CH2:5]3)[CH2:9]2.[OH-].[Na+].[CH2:15]1[CH2:21][S:18](=[O:20])(=[O:19])[O:17][CH2:16]1. The catalyst is O.C1COCC1. The product is [CH:10]12[CH2:11][CH:6]3[CH2:7][CH:8]([CH2:12][CH:4]([CH2:5]3)[CH:3]1[NH:2][CH2:16][CH2:15][CH2:21][S:18]([OH:20])(=[O:19])=[O:17])[CH2:9]2. The yield is 0.740. (3) The reactants are [N:1]([CH2:4][CH2:5][C:6]1=[CH:7][N:8]([C:23]([CH3:26])([CH3:25])[CH3:24])[S:9]/[C:10]/1=[N:11]\[C:12](=[O:22])[C:13]1[CH:18]=[C:17]([Cl:19])[CH:16]=[CH:15][C:14]=1[O:20][CH3:21])=[N+]=[N-]. The catalyst is CCO.[Pd]. The product is [NH2:1][CH2:4][CH2:5][C:6]1=[CH:7][N:8]([C:23]([CH3:26])([CH3:25])[CH3:24])[S:9]/[C:10]/1=[N:11]\[C:12](=[O:22])[C:13]1[CH:18]=[C:17]([Cl:19])[CH:16]=[CH:15][C:14]=1[O:20][CH3:21]. The yield is 0.910. (4) The reactants are [NH2:1][C:2]1[CH:3]=[C:4]([OH:12])[C:5](=[CH:10][CH:11]=1)[C:6]([O:8][CH3:9])=[O:7].[CH:13]1[CH:18]=[C:17]([S:19](Cl)(=[O:21])=[O:20])[CH:16]=[C:15]([C:23]([F:26])([F:25])[F:24])[CH:14]=1. No catalyst specified. The product is [OH:12][C:4]1[CH:3]=[C:2]([NH:1][S:19]([C:17]2[CH:18]=[CH:13][CH:14]=[C:15]([C:23]([F:24])([F:25])[F:26])[CH:16]=2)(=[O:21])=[O:20])[CH:11]=[CH:10][C:5]=1[C:6]([O:8][CH3:9])=[O:7]. The yield is 0.760.